This data is from Full USPTO retrosynthesis dataset with 1.9M reactions from patents (1976-2016). The task is: Predict the reactants needed to synthesize the given product. Given the product [C:15]([NH:19][C:8]([C:5]1[CH:6]=[N:7][C:2]([Cl:1])=[CH:3][C:4]=1[C:11]([F:14])([F:13])[F:12])=[O:10])([CH3:18])([CH3:17])[CH3:16], predict the reactants needed to synthesize it. The reactants are: [Cl:1][C:2]1[N:7]=[CH:6][C:5]([C:8]([OH:10])=O)=[C:4]([C:11]([F:14])([F:13])[F:12])[CH:3]=1.[C:15]([NH2:19])([CH3:18])([CH3:17])[CH3:16].CCN(C(C)C)C(C)C.CN(C(ON1N=NC2C=CC=NC1=2)=[N+](C)C)C.F[P-](F)(F)(F)(F)F.